Dataset: Full USPTO retrosynthesis dataset with 1.9M reactions from patents (1976-2016). Task: Predict the reactants needed to synthesize the given product. (1) Given the product [C:40]([C:33]1[CH:34]=[CH:35][C:36]2[C:37]3[C:29](=[CH:28][C:27]([C:23]([CH3:26])([CH3:25])[CH3:24])=[CH:39][CH:38]=3)[N:30]([C:2]3[CH:14]=[C:13]([C:15]([CH3:22])([CH2:17][C:18]([CH3:21])([CH3:20])[CH3:19])[CH3:16])[CH:12]=[CH:11][C:3]=3[O:4][CH:5]3[CH2:10][CH2:9][CH2:8][CH2:7][O:6]3)[C:31]=2[CH:32]=1)([CH3:43])([CH3:42])[CH3:41], predict the reactants needed to synthesize it. The reactants are: I[C:2]1[CH:14]=[C:13]([C:15]([CH3:22])([CH2:17][C:18]([CH3:21])([CH3:20])[CH3:19])[CH3:16])[CH:12]=[CH:11][C:3]=1[O:4][CH:5]1[CH2:10][CH2:9][CH2:8][CH2:7][O:6]1.[C:23]([C:27]1[CH:39]=[CH:38][C:37]2[C:36]3[C:31](=[CH:32][C:33]([C:40]([CH3:43])([CH3:42])[CH3:41])=[CH:34][CH:35]=3)[NH:30][C:29]=2[CH:28]=1)([CH3:26])([CH3:25])[CH3:24].[O-]P([O-])([O-])=O.[K+].[K+].[K+].CNCCNC. (2) Given the product [Cl:28][C:25]1[CH:24]=[CH:23][C:22]([C:20]2[CH:19]=[C:18]([C:29]([O:31][CH3:32])=[O:30])[C:14]3[NH:15][C:16]4[CH:17]=[C:9]([OH:8])[CH:10]=[CH:11][C:12]=4[C:13]=3[N:21]=2)=[CH:27][CH:26]=1, predict the reactants needed to synthesize it. The reactants are: C([O:8][C:9]1[CH:10]=[CH:11][C:12]2[C:13]3[N:21]=[C:20]([C:22]4[CH:27]=[CH:26][C:25]([Cl:28])=[CH:24][CH:23]=4)[CH:19]=[C:18]([C:29]([O:31][CH3:32])=[O:30])[C:14]=3[NH:15][C:16]=2[CH:17]=1)C1C=CC=CC=1. (3) The reactants are: CS[C:3]1[CH:8]=[CH:7][C:6]([N+:9]([O-:11])=[O:10])=[CH:5][CH:4]=1.N1C(=O)NC(=O)N[C:13]1=O.Cl[O-].[Na+].[S:24]([O-:27])([O-])=[O:25].[Na+].[Na+]. Given the product [CH3:13][S:24]([C:3]1[CH:8]=[CH:7][C:6]([N+:9]([O-:11])=[O:10])=[CH:5][CH:4]=1)(=[O:27])=[O:25], predict the reactants needed to synthesize it. (4) Given the product [C:17]([S:16][S:15][CH2:14][CH:10]([OH:9])[C:11]([OH:13])=[O:12])([CH3:20])([CH3:18])[CH3:19], predict the reactants needed to synthesize it. The reactants are: Cl.[Si]([O:9][CH:10]([CH2:14][S:15][S:16][C:17]([CH3:20])([CH3:19])[CH3:18])[C:11]([OH:13])=[O:12])(C(C)(C)C)(C)C. (5) Given the product [Cl:22][C:10]1[C:11]2[C:16](=[CH:15][CH:14]=[CH:13][CH:12]=2)[C:7]([CH2:6][C:5]2[CH:18]=[CH:19][C:2]([F:1])=[CH:3][CH:4]=2)=[N:8][N:9]=1, predict the reactants needed to synthesize it. The reactants are: [F:1][C:2]1[CH:19]=[CH:18][C:5]([CH2:6][C:7]2[C:16]3[C:11](=[CH:12][CH:13]=[CH:14][CH:15]=3)[C:10](=O)[NH:9][N:8]=2)=[CH:4][CH:3]=1.P(Cl)(Cl)([Cl:22])=O. (6) Given the product [CH3:20][C:19]1([CH3:21])[O:1][CH2:2][C:3]([C:9]2[CH:10]=[N:11][CH:12]=[CH:13][CH:14]=2)([C:4]([O:6][CH2:7][CH3:8])=[O:5])[CH2:15][O:16]1, predict the reactants needed to synthesize it. The reactants are: [OH:1][CH2:2][C:3]([CH2:15][OH:16])([C:9]1[CH:10]=[N:11][CH:12]=[CH:13][CH:14]=1)[C:4]([O:6][CH2:7][CH3:8])=[O:5].CO[C:19](OC)([CH3:21])[CH3:20].O.C1(C)C=CC(S(O)(=O)=O)=CC=1. (7) Given the product [CH3:1][O:2][C:3]([C:5]1[N:29]([CH2:28][C:27]2[CH:30]=[C:31]([O:33][CH3:34])[CH:32]=[C:25]([O:24][CH3:23])[CH:26]=2)[C:7](=[O:6])[C:9]2[C:14]([C:15]=1[C:16]1[CH:21]=[CH:20][CH:19]=[CH:18][CH:17]=1)=[CH:13][C:12]([Br:22])=[CH:11][CH:10]=2)=[O:4], predict the reactants needed to synthesize it. The reactants are: [CH3:1][O:2][C:3]([C:5]1[O:6][C:7]([C:9]2[C:14]([C:15]=1[C:16]1[CH:21]=[CH:20][CH:19]=[CH:18][CH:17]=1)=[CH:13][C:12]([Br:22])=[CH:11][CH:10]=2)=O)=[O:4].[CH3:23][O:24][C:25]1[CH:26]=[C:27]([CH:30]=[C:31]([O:33][CH3:34])[CH:32]=1)[CH2:28][NH2:29]. (8) Given the product [C:1]1([C:14]2[CH:15]=[CH:16][CH:17]=[CH:18][CH:19]=2)[CH:2]=[CH:3][C:4]([CH:7]([OH:13])[CH2:8][CH2:9][CH2:10][CH:11]=[CH2:12])=[CH:5][CH:6]=1, predict the reactants needed to synthesize it. The reactants are: [C:1]1([C:14]2[CH:19]=[CH:18][CH:17]=[CH:16][CH:15]=2)[CH:6]=[CH:5][C:4]([C:7](=[O:13])[CH2:8][CH2:9][CH2:10][CH:11]=[CH2:12])=[CH:3][CH:2]=1.O.